This data is from Forward reaction prediction with 1.9M reactions from USPTO patents (1976-2016). The task is: Predict the product of the given reaction. (1) The product is: [Br:1][C:10]1[NH:9][C:13]([C:14]([O:16][CH2:17][CH3:18])=[O:15])=[C:12]([C:19]([O:21][CH2:22][CH3:23])=[O:20])[N:11]=1. Given the reactants [Br:1]N1C(=O)CCC1=O.[NH:9]1[C:13]([C:14]([O:16][CH2:17][CH3:18])=[O:15])=[C:12]([C:19]([O:21][CH2:22][CH3:23])=[O:20])[N:11]=[CH:10]1, predict the reaction product. (2) Given the reactants [Cl:1][C:2]1[CH:3]=[CH:4][C:5]([C:28]([F:31])([F:30])[F:29])=[C:6]([CH:27]=1)[CH2:7][N:8]1[CH2:13][CH2:12][NH:11][C:10]2[N:14]=[CH:15][C:16]([C:18]3[CH:19]=[C:20]([CH:24]=[CH:25][CH:26]=3)[C:21]([OH:23])=O)=[CH:17][C:9]1=2.[CH:32]1([CH2:38][N:39]2[CH2:44][CH2:43][NH:42][CH2:41][CH2:40]2)[CH2:37][CH2:36][CH2:35][CH2:34][CH2:33]1, predict the reaction product. The product is: [Cl:1][C:2]1[CH:3]=[CH:4][C:5]([C:28]([F:29])([F:30])[F:31])=[C:6]([CH:27]=1)[CH2:7][N:8]1[CH2:13][CH2:12][NH:11][C:10]2[N:14]=[CH:15][C:16]([C:18]3[CH:19]=[C:20]([C:21]([N:42]4[CH2:43][CH2:44][N:39]([CH2:38][CH:32]5[CH2:33][CH2:34][CH2:35][CH2:36][CH2:37]5)[CH2:40][CH2:41]4)=[O:23])[CH:24]=[CH:25][CH:26]=3)=[CH:17][C:9]1=2.